From a dataset of Full USPTO retrosynthesis dataset with 1.9M reactions from patents (1976-2016). Predict the reactants needed to synthesize the given product. (1) Given the product [F:1][CH:2]([F:12])[O:3][C:4]1[CH:11]=[CH:10][C:7]([CH2:8][NH:20][C:19]2[CH:21]=[CH:22][C:16]([CH:13]([CH3:15])[CH3:14])=[CH:17][CH:18]=2)=[CH:6][CH:5]=1, predict the reactants needed to synthesize it. The reactants are: [F:1][CH:2]([F:12])[O:3][C:4]1[CH:11]=[CH:10][C:7]([CH:8]=O)=[CH:6][CH:5]=1.[CH:13]([C:16]1[CH:22]=[CH:21][C:19]([NH2:20])=[CH:18][CH:17]=1)([CH3:15])[CH3:14]. (2) Given the product [C:1]([C:4]1[CH:9]=[CH:8][C:7]([NH:10][C:11]([C:13]2[NH:14][CH:15]=[C:16]([C:18]#[N:19])[N:17]=2)=[O:12])=[C:6]([C:28]2[CH2:33][CH2:32][CH2:31][CH2:30][CH:29]=2)[CH:5]=1)(=[O:3])[NH2:2], predict the reactants needed to synthesize it. The reactants are: [C:1]([C:4]1[CH:9]=[CH:8][C:7]([NH:10][C:11]([C:13]2[N:14](COCC[Si](C)(C)C)[CH:15]=[C:16]([C:18]#[N:19])[N:17]=2)=[O:12])=[C:6]([C:28]2[CH2:33][CH2:32][CH2:31][CH2:30][CH:29]=2)[CH:5]=1)(=[O:3])[NH2:2].C(O)(C(F)(F)F)=O.C(O)CC. (3) Given the product [F:1][C:2]([F:36])([F:35])[C:3]1[CH:4]=[CH:5][C:6]([CH2:7][N:8]2[C:31](=[O:32])[N:11]3[N:12]=[C:13]([NH:38][CH3:37])[C:14]([C:23]4[CH:24]=[CH:25][C:26]([Cl:29])=[CH:27][CH:28]=4)=[C:15]([C:16]4[CH:21]=[CH:20][C:19]([Cl:22])=[CH:18][CH:17]=4)[C:10]3=[N:9]2)=[CH:33][CH:34]=1, predict the reactants needed to synthesize it. The reactants are: [F:1][C:2]([F:36])([F:35])[C:3]1[CH:34]=[CH:33][C:6]([CH2:7][N:8]2[C:31](=[O:32])[N:11]3[N:12]=[C:13](Cl)[C:14]([C:23]4[CH:28]=[CH:27][C:26]([Cl:29])=[CH:25][CH:24]=4)=[C:15]([C:16]4[CH:21]=[CH:20][C:19]([Cl:22])=[CH:18][CH:17]=4)[C:10]3=[N:9]2)=[CH:5][CH:4]=1.[CH3:37][NH2:38]. (4) Given the product [NH2:13][CH:4]([CH:3]([OH:16])[CH2:2][F:1])[CH2:5][C:6]([O:8][C:9]([CH3:10])([CH3:11])[CH3:12])=[O:7], predict the reactants needed to synthesize it. The reactants are: [F:1][CH2:2][CH:3]([OH:16])[CH:4]([N+:13]([O-])=O)[CH2:5][C:6]([O:8][C:9]([CH3:12])([CH3:11])[CH3:10])=[O:7]. (5) Given the product [N:17]1[C:18]2[C:13](=[CH:12][C:11]([CH2:5][C:4]([OH:21])=[O:3])=[CH:20][CH:19]=2)[N:14]=[CH:15][CH:16]=1, predict the reactants needed to synthesize it. The reactants are: C([O:3][C:4](=[O:21])[CH:5]([C:11]1[CH:12]=[C:13]2[C:18](=[CH:19][CH:20]=1)[N:17]=[CH:16][CH:15]=[N:14]2)C(OCC)=O)C.[OH-].[Na+]. (6) Given the product [ClH:30].[CH:1]1([NH:5][C@@H:13]2[CH2:15][C@H:14]2[C:16]2[S:17][CH:18]=[C:19]([C:21]([NH:22][C:23]3[CH:24]=[N:25][N:26]([CH3:28])[CH:27]=3)=[O:29])[CH:20]=2)[CH2:2][CH2:3][CH2:4]1, predict the reactants needed to synthesize it. The reactants are: [CH:1]1([N:5]([C@@H:13]2[CH2:15][C@H:14]2[C:16]2[S:17][CH:18]=[C:19]([C:21](=[O:29])[NH:22][C:23]3[CH:24]=[N:25][N:26]([CH3:28])[CH:27]=3)[CH:20]=2)C(=O)OC(C)(C)C)[CH2:4][CH2:3][CH2:2]1.[ClH:30].C(OCC)(=O)C.